This data is from Catalyst prediction with 721,799 reactions and 888 catalyst types from USPTO. The task is: Predict which catalyst facilitates the given reaction. Reactant: [CH2:1]([N:8]1[CH2:13][CH:12]([C:14]2[CH:19]=[CH:18][C:17]([OH:20])=[CH:16][C:15]=2[C:21]([F:24])([F:23])[F:22])[O:11][CH2:10][C:9]1=O)[C:2]1[CH:7]=[CH:6][CH:5]=[CH:4][CH:3]=1.B.C1COCC1.Cl. Product: [CH2:1]([N:8]1[CH2:9][CH2:10][O:11][CH:12]([C:14]2[CH:19]=[CH:18][C:17]([OH:20])=[CH:16][C:15]=2[C:21]([F:24])([F:22])[F:23])[CH2:13]1)[C:2]1[CH:3]=[CH:4][CH:5]=[CH:6][CH:7]=1. The catalyst class is: 1.